This data is from NCI-60 drug combinations with 297,098 pairs across 59 cell lines. The task is: Regression. Given two drug SMILES strings and cell line genomic features, predict the synergy score measuring deviation from expected non-interaction effect. (1) Drug 1: C1=NC2=C(N1)C(=S)N=C(N2)N. Drug 2: COC1=NC(=NC2=C1N=CN2C3C(C(C(O3)CO)O)O)N. Cell line: MALME-3M. Synergy scores: CSS=28.4, Synergy_ZIP=-8.26, Synergy_Bliss=0.0179, Synergy_Loewe=-11.1, Synergy_HSA=-1.43. (2) Cell line: 786-0. Synergy scores: CSS=13.2, Synergy_ZIP=0.0410, Synergy_Bliss=0.549, Synergy_Loewe=-33.5, Synergy_HSA=-1.78. Drug 1: CN(C)C1=NC(=NC(=N1)N(C)C)N(C)C. Drug 2: CC=C1C(=O)NC(C(=O)OC2CC(=O)NC(C(=O)NC(CSSCCC=C2)C(=O)N1)C(C)C)C(C)C. (3) Drug 1: CN1C2=C(C=C(C=C2)N(CCCl)CCCl)N=C1CCCC(=O)O.Cl. Drug 2: CC12CCC3C(C1CCC2O)C(CC4=C3C=CC(=C4)O)CCCCCCCCCS(=O)CCCC(C(F)(F)F)(F)F. Cell line: SF-295. Synergy scores: CSS=0.0240, Synergy_ZIP=1.12, Synergy_Bliss=0.652, Synergy_Loewe=-2.40, Synergy_HSA=-1.75. (4) Drug 1: CC=C1C(=O)NC(C(=O)OC2CC(=O)NC(C(=O)NC(CSSCCC=C2)C(=O)N1)C(C)C)C(C)C. Drug 2: C1=CC=C(C=C1)NC(=O)CCCCCCC(=O)NO. Cell line: NCI-H460. Synergy scores: CSS=57.0, Synergy_ZIP=-0.780, Synergy_Bliss=0.413, Synergy_Loewe=-14.1, Synergy_HSA=2.78.